Dataset: Full USPTO retrosynthesis dataset with 1.9M reactions from patents (1976-2016). Task: Predict the reactants needed to synthesize the given product. Given the product [NH2:9][C:6]1[CH:7]=[CH:8][C:3]([CH2:2][OH:1])=[C:4]([NH:12][C:13]2[N:18]=[C:17]([C:19]3[CH:20]=[N:21][CH:22]=[CH:23][CH:24]=3)[CH:16]=[CH:15][N:14]=2)[CH:5]=1, predict the reactants needed to synthesize it. The reactants are: [OH:1][CH2:2][C:3]1[CH:8]=[CH:7][C:6]([N+:9]([O-])=O)=[CH:5][C:4]=1[NH:12][C:13]1[N:18]=[C:17]([C:19]2[CH:20]=[N:21][CH:22]=[CH:23][CH:24]=2)[CH:16]=[CH:15][N:14]=1.[H][H].